From a dataset of Forward reaction prediction with 1.9M reactions from USPTO patents (1976-2016). Predict the product of the given reaction. (1) Given the reactants [Si]([O:8][CH2:9][C:10]1[CH:11]=[C:12](/[CH:17]=[CH:18]/[C:19]#[N:20])[CH:13]=[CH:14][C:15]=1[Cl:16])(C(C)(C)C)(C)C.[F-].C([N+](CCCC)(CCCC)CCCC)CCC, predict the reaction product. The product is: [Cl:16][C:15]1[CH:14]=[CH:13][C:12]([CH2:17][CH2:18][C:19]#[N:20])=[CH:11][C:10]=1[CH2:9][OH:8]. (2) Given the reactants Cl[C:2]1[N:3]=[N:4][C:5]([NH:12][C:13]2[CH:18]=[CH:17][CH:16]=[C:15]([C:19]([F:22])([F:21])[F:20])[CH:14]=2)=[C:6]2[CH:11]=[CH:10][CH:9]=[N:8][C:7]=12.[CH3:23][O:24][C:25]([C:27]1[CH:32]=[CH:31][C:30](B(O)O)=[CH:29][CH:28]=1)=[O:26].C(=O)([O-])[O-].[Na+].[Na+], predict the reaction product. The product is: [F:20][C:19]([F:22])([F:21])[C:15]1[CH:14]=[C:13]([NH:12][C:5]2[N:4]=[N:3][C:2]([C:30]3[CH:31]=[CH:32][C:27]([C:25]([O:24][CH3:23])=[O:26])=[CH:28][CH:29]=3)=[C:7]3[N:8]=[CH:9][CH:10]=[CH:11][C:6]=23)[CH:18]=[CH:17][CH:16]=1. (3) Given the reactants [C:1]([O:5][N:6]=[C:7]([CH2:9][O:10][CH2:11][CH2:12][CH2:13][CH2:14][CH2:15][O:16][C:17]1[C:22]([Cl:23])=[CH:21][C:20]([O:24]C(=O)C2C=CC=CC=2)=[CH:19][C:18]=1[Cl:33])[CH3:8])([CH3:4])([CH3:3])[CH3:2].[OH-].[K+].Cl, predict the reaction product. The product is: [C:1]([O:5][N:6]=[C:7]([CH2:9][O:10][CH2:11][CH2:12][CH2:13][CH2:14][CH2:15][O:16][C:17]1[C:18]([Cl:33])=[CH:19][C:20]([OH:24])=[CH:21][C:22]=1[Cl:23])[CH3:8])([CH3:2])([CH3:3])[CH3:4].